From a dataset of Experimentally validated miRNA-target interactions with 360,000+ pairs, plus equal number of negative samples. Binary Classification. Given a miRNA mature sequence and a target amino acid sequence, predict their likelihood of interaction. (1) The miRNA is hsa-miR-8063 with sequence UCAAAAUCAGGAGUCGGGGCUU. The protein sequence of the target gene is MGNQDGKLKRSAGDALHEGGGGAEDALGPRDVEATKKGSGGKKALGKHGKGGGGGGGGGESGKKKSKSDSRASVFSNLRIRKNLSKGKGAGGSREDVLDSQALQTGELDSAHSLLTKTPDLSLSADEAGLSDTECADPFEVTGPGGPGPAEARVGGRPIAEDVETAAGAQDGQRTSSGSDTDIYSFHSATEQEDLLSDIQQAIRLQQQQQQQLQLQLQQQQQQQQLQGAEEPAAPPTAVSPQPGAFLGLDRFLLGPSGGAGEAPGSPDTEQALSALSDLPESLAAEPREPQQPPSPGGLP.... Result: 0 (no interaction). (2) The miRNA is mmu-miR-455-3p with sequence GCAGUCCACGGGCAUAUACAC. The protein sequence of the target gene is MAYHSGYGAHGSKHRARAAPDPPPLFDDTSGGYSSQPGGYPATGADVAFSVNHLLGDPMANVAMAYGSSIASHGKDMVHKELHRFVSVSKLKYFFAVDTAYVAKKLGLLVFPYTHQNWEVQYSRDAPLPPRQDLNAPDLYIPTMAFITYVLLAGMALGIQKRFSPEVLGLCASTALVWVVMEVLALLLGLYLATVRSDLSTFHLLAYSGYKYVGMILSVLTGLLFGSDGYYVALAWTSSALMYFIVRSLRTAALGPDSMGGPVPRQRLQLYLTLGAAAFQPLIIYWLTFHLVR. Result: 0 (no interaction). (3) The miRNA is hsa-miR-4518 with sequence GCUCAGGGAUGAUAACUGUGCUGAGA. The protein sequence of the target gene is MFLLLALLTELGRLQAHEGSEGIFLHVTVPRKIKSNDSEVSERKMIYIITIDGQPYTLHLGKQSFLPQNFLVYTYNETGSLHSVSPYFMMHCHYQGYAAEFPNSFVTLSICSGLRGFLQFENISYGIEPVESSARFEHIIYQMKNNDPNVSILAVNYSHIWQKDQPYKVPLNSQIKNLSKLLPQYLEIYIIVEKALYDYMGSEMMAVTQKIVQVIGLVNTMFTQFKLTVILSSLELWSNENQISTSGDADDILQRFLAWKRDYLILRPHDIAYLLVYRKHPKYVGATFPGTVCNKSYDAG.... Result: 0 (no interaction). (4) The miRNA is hsa-miR-3178 with sequence GGGGCGCGGCCGGAUCG. The protein sequence of the target gene is MSMRPVPGSLSSLLHLHNRQRQPMPASMPGTLPNPTMPGSSAVLMPMERQMSVNSSIMGMQGPNLSNPCASPQVQPMHSEAKMRLKAALTHHPAAMSNGNMSTIGHMMEMMGSRQDQTPHHHLHSHPHQHQTLPPHHPYPHQHQHPAHHPHPQPHHQQNHPHHHSHSHLHAHPAHHQTSPHPPLHTGNQAQVSPATQQMQPTQTIQPPQPTGGRRRRVVDEDPDERRRKFLERNRAAATRCRQKRKVWVMSLEKKAEELTQTNMQLQNEVSMLKNEVAQLKQLLLTHKDCPITAMQKESQ.... Result: 0 (no interaction).